This data is from Reaction yield outcomes from USPTO patents with 853,638 reactions. The task is: Predict the reaction yield, written as a fraction of the theoretical maximum amount of product (1.0 means a 100% yield; for example, 0.34 means a 34% yield). (1) The reactants are CC1C=C(C)C=C(C)C=1S([O-])(=O)=O.[NH2:14][N+:15]1[CH:20]=[C:19]([CH2:21][OH:22])[CH:18]=[CH:17][C:16]=1[O:23][CH3:24].[CH2:25]([O:27][C:28](=[O:35])[C:29]#[C:30][C:31]([F:34])([F:33])[F:32])[CH3:26]. No catalyst specified. The product is [CH2:25]([O:27][C:28]([C:29]1[C:30]([C:31]([F:32])([F:33])[F:34])=[N:14][N:15]2[C:16]([O:23][CH3:24])=[CH:17][CH:18]=[C:19]([CH2:21][OH:22])[C:20]=12)=[O:35])[CH3:26]. The yield is 0.300. (2) The reactants are [Cl:1][C:2]1[CH:3]=[C:4]([C:8]2[N:9]=[C:10]([CH2:20][C:21]3[CH:26]=[CH:25][C:24]([CH2:27][C:28](O)=[O:29])=[CH:23][CH:22]=3)[C:11]3[S:17](=[O:19])(=[O:18])[CH2:16][CH2:15][CH2:14][C:12]=3[N:13]=2)[CH:5]=[CH:6][CH:7]=1.C(Cl)CCl.C1C=CC2N(O)N=[N:41]C=2C=1.N.CO. The catalyst is CN(C=O)C.C(OCC)(=O)C. The product is [Cl:1][C:2]1[CH:3]=[C:4]([C:8]2[N:9]=[C:10]([CH2:20][C:21]3[CH:26]=[CH:25][C:24]([CH2:27][C:28]([NH2:41])=[O:29])=[CH:23][CH:22]=3)[C:11]3[S:17](=[O:18])(=[O:19])[CH2:16][CH2:15][CH2:14][C:12]=3[N:13]=2)[CH:5]=[CH:6][CH:7]=1. The yield is 0.620.